Dataset: Reaction yield outcomes from USPTO patents with 853,638 reactions. Task: Predict the reaction yield, written as a fraction of the theoretical maximum amount of product (1.0 means a 100% yield; for example, 0.34 means a 34% yield). (1) The reactants are [H-].[Al+3].[Li+].[H-].[H-].[H-].[N:7]([C:10]1([C:20]2[CH:24]=[CH:23][S:22][CH:21]=2)[CH2:19][CH2:18][C:13]2([O:17][CH2:16][CH2:15][O:14]2)[CH2:12][CH2:11]1)=[C:8]=O. The catalyst is C1COCC1. The product is [CH3:8][NH:7][C:10]1([C:20]2[CH:24]=[CH:23][S:22][CH:21]=2)[CH2:19][CH2:18][C:13]2([O:14][CH2:15][CH2:16][O:17]2)[CH2:12][CH2:11]1. The yield is 0.430. (2) The reactants are [OH:1][C:2]1([C:26]2[CH:31]=[CH:30][CH:29]=[CH:28][CH:27]=2)[CH2:7][CH2:6][N:5]([C@H:8]([C:20]2[CH:25]=[CH:24][CH:23]=[CH:22][CH:21]=2)[C:9]([O:11][C@H](C2C=CC=CC=2)C)=[O:10])[CH2:4][CH2:3]1.FC(F)(F)C(O)=O. The catalyst is ClCCl. The product is [OH:1][C:2]1([C:26]2[CH:31]=[CH:30][CH:29]=[CH:28][CH:27]=2)[CH2:3][CH2:4][N:5]([C@H:8]([C:20]2[CH:21]=[CH:22][CH:23]=[CH:24][CH:25]=2)[C:9]([OH:11])=[O:10])[CH2:6][CH2:7]1. The yield is 0.880. (3) The reactants are [NH2:1][C:2]1[S:3][C:4]2[CH:10]=[C:9]([C:11](O)([CH2:14][CH3:15])[CH2:12][CH3:13])[CH:8]=[CH:7][C:5]=2[N:6]=1.[NH:17]1[C:25]2[C:20](=[CH:21][CH:22]=[CH:23][C:24]=2[NH:26][S:27]([CH3:30])(=[O:29])=[O:28])[CH:19]=[CH:18]1.FC(F)(F)C(O)=O. The catalyst is C(Cl)Cl. The product is [NH2:1][C:2]1[S:3][C:4]2[CH:10]=[C:9]([C:11]([C:19]3[C:20]4[C:25](=[C:24]([NH:26][S:27]([CH3:30])(=[O:28])=[O:29])[CH:23]=[CH:22][CH:21]=4)[NH:17][CH:18]=3)([CH2:14][CH3:15])[CH2:12][CH3:13])[CH:8]=[CH:7][C:5]=2[N:6]=1. The yield is 0.500. (4) The reactants are [C:1]([O:5][C:6]([NH:8][CH2:9][CH2:10][CH:11]1[CH2:16][CH2:15][CH2:14][NH:13][CH2:12]1)=[O:7])([CH3:4])([CH3:3])[CH3:2].C[Si]([N:21]=[C:22]=[O:23])(C)C. The catalyst is ClCCl. The product is [C:1]([O:5][C:6]([NH:8][CH2:9][CH2:10][CH:11]1[CH2:16][CH2:15][CH2:14][N:13]([C:22]([NH2:21])=[O:23])[CH2:12]1)=[O:7])([CH3:4])([CH3:2])[CH3:3]. The yield is 0.700. (5) The reactants are [N+:1]([C:4]1[CH:5]=[C:6]([N:13]2[CH:17]=[CH:16][CH:15]=[CH:14]2)[CH:7]=[C:8]([N+:10]([O-:12])=[O:11])[CH:9]=1)([O-])=O.N1C=CC=CC=1.[NH4+]=S. The catalyst is C(O)C.O. The product is [N+:10]([C:8]1[CH:9]=[C:4]([NH2:1])[CH:5]=[C:6]([N:13]2[CH:14]=[CH:15][CH:16]=[CH:17]2)[CH:7]=1)([O-:12])=[O:11]. The yield is 0.980.